From a dataset of Forward reaction prediction with 1.9M reactions from USPTO patents (1976-2016). Predict the product of the given reaction. (1) Given the reactants Br[C:2]1[N:6](C)[C:5]([C:8]2[CH:9]=[N:10][CH:11]=[CH:12][CH:13]=2)=[N:4][C:3]=1[C:14]1[CH:19]=[CH:18][CH:17]=[CH:16][CH:15]=1.[Li]CCCC, predict the reaction product. The product is: [C:14]1([C:3]2[N:4]=[C:5]([C:8]3[CH:9]=[N:10][CH:11]=[CH:12][CH:13]=3)[NH:6][CH:2]=2)[CH:15]=[CH:16][CH:17]=[CH:18][CH:19]=1. (2) Given the reactants [NH2:1][CH:2]1[CH2:5][N:4]([C:6]([C:8]2[CH:9]=[C:10]([CH:23]=[CH:24][C:25]=2[F:26])[CH2:11][C:12]2[C:21]3[C:16](=[CH:17][CH:18]=[CH:19][CH:20]=3)[C:15](=[O:22])[NH:14][N:13]=2)=[O:7])[CH2:3]1.[CH:27]1([C:30](=O)[CH3:31])[CH2:29][CH2:28]1.C(O[BH-](OC(=O)C)OC(=O)C)(=O)C.[Na+], predict the reaction product. The product is: [CH:27]1([CH:30]([NH:1][CH:2]2[CH2:3][N:4]([C:6]([C:8]3[CH:9]=[C:10]([CH:23]=[CH:24][C:25]=3[F:26])[CH2:11][C:12]3[C:21]4[C:16](=[CH:17][CH:18]=[CH:19][CH:20]=4)[C:15](=[O:22])[NH:14][N:13]=3)=[O:7])[CH2:5]2)[CH3:31])[CH2:29][CH2:28]1.